From a dataset of NCI-60 drug combinations with 297,098 pairs across 59 cell lines. Regression. Given two drug SMILES strings and cell line genomic features, predict the synergy score measuring deviation from expected non-interaction effect. (1) Synergy scores: CSS=35.8, Synergy_ZIP=-7.87, Synergy_Bliss=-6.34, Synergy_Loewe=-41.1, Synergy_HSA=-5.42. Drug 2: CC12CCC3C(C1CCC2OP(=O)(O)O)CCC4=C3C=CC(=C4)OC(=O)N(CCCl)CCCl.[Na+]. Drug 1: CC1C(C(CC(O1)OC2CC(CC3=C2C(=C4C(=C3O)C(=O)C5=C(C4=O)C(=CC=C5)OC)O)(C(=O)C)O)N)O.Cl. Cell line: U251. (2) Drug 1: CCC(=C(C1=CC=CC=C1)C2=CC=C(C=C2)OCCN(C)C)C3=CC=CC=C3.C(C(=O)O)C(CC(=O)O)(C(=O)O)O. Drug 2: C1C(C(OC1N2C=NC(=NC2=O)N)CO)O. Cell line: RPMI-8226. Synergy scores: CSS=14.5, Synergy_ZIP=2.63, Synergy_Bliss=4.40, Synergy_Loewe=-18.8, Synergy_HSA=-0.462. (3) Drug 1: CC1C(C(=O)NC(C(=O)N2CCCC2C(=O)N(CC(=O)N(C(C(=O)O1)C(C)C)C)C)C(C)C)NC(=O)C3=C4C(=C(C=C3)C)OC5=C(C(=O)C(=C(C5=N4)C(=O)NC6C(OC(=O)C(N(C(=O)CN(C(=O)C7CCCN7C(=O)C(NC6=O)C(C)C)C)C)C(C)C)C)N)C. Drug 2: CC1=C2C(C(=O)C3(C(CC4C(C3C(C(C2(C)C)(CC1OC(=O)C(C(C5=CC=CC=C5)NC(=O)OC(C)(C)C)O)O)OC(=O)C6=CC=CC=C6)(CO4)OC(=O)C)O)C)O. Cell line: SK-MEL-28. Synergy scores: CSS=-1.96, Synergy_ZIP=0.716, Synergy_Bliss=3.33, Synergy_Loewe=-10.8, Synergy_HSA=-6.40. (4) Drug 1: C1CN1P(=S)(N2CC2)N3CC3. Drug 2: C#CCC(CC1=CN=C2C(=N1)C(=NC(=N2)N)N)C3=CC=C(C=C3)C(=O)NC(CCC(=O)O)C(=O)O. Cell line: HCT-15. Synergy scores: CSS=60.9, Synergy_ZIP=1.95, Synergy_Bliss=-0.00662, Synergy_Loewe=-23.3, Synergy_HSA=-1.67. (5) Drug 1: C1=CC(=CC=C1CCC2=CNC3=C2C(=O)NC(=N3)N)C(=O)NC(CCC(=O)O)C(=O)O. Drug 2: C1=C(C(=O)NC(=O)N1)N(CCCl)CCCl. Cell line: SW-620. Synergy scores: CSS=26.7, Synergy_ZIP=-4.04, Synergy_Bliss=-5.32, Synergy_Loewe=-2.33, Synergy_HSA=-0.433. (6) Drug 1: C1C(C(OC1N2C=NC3=C(N=C(N=C32)Cl)N)CO)O. Drug 2: CNC(=O)C1=NC=CC(=C1)OC2=CC=C(C=C2)NC(=O)NC3=CC(=C(C=C3)Cl)C(F)(F)F. Cell line: IGROV1. Synergy scores: CSS=2.73, Synergy_ZIP=-1.39, Synergy_Bliss=-0.909, Synergy_Loewe=-17.2, Synergy_HSA=-7.03.